Dataset: Reaction yield outcomes from USPTO patents with 853,638 reactions. Task: Predict the reaction yield, written as a fraction of the theoretical maximum amount of product (1.0 means a 100% yield; for example, 0.34 means a 34% yield). (1) The reactants are [CH3:1][O:2][C:3]([C@@H:5]1[CH2:18][C@H:17](N)[C:16](=[O:20])[C@H:15]2[C@@:6]1([CH3:28])[CH2:7][CH2:8][C@@H:9]1[C@:14]2([CH3:21])[CH2:13][C@@H:12]([C:22]2[CH:26]=[CH:25][O:24][CH:23]=2)[O:11][C:10]1=[O:27])=[O:4].[C:29](Cl)(=[O:36])[C:30]1[CH:35]=CC=C[CH:31]=1.C[OH:39]. The catalyst is CN(C1C=CN=CC=1)C.C(Cl)Cl. The product is [CH3:1][O:2][C:3]([C@@H:5]1[CH2:18][C@H:17]([O:39][C:29](=[O:36])[CH:30]([CH3:35])[CH3:31])[C:16](=[O:20])[C@H:15]2[C@@:6]1([CH3:28])[CH2:7][CH2:8][C@@H:9]1[C@:14]2([CH3:21])[CH2:13][C@@H:12]([C:22]2[CH:26]=[CH:25][O:24][CH:23]=2)[O:11][C:10]1=[O:27])=[O:4]. The yield is 0.670. (2) The reactants are C(N1C=CC=CC1=O)(N1C=CC=CC1=O)=S.[Br:17][C:18]1[CH:23]=[CH:22][C:21]([NH:24][C:25]2[O:26][C:27]3[C:33]([CH3:34])=[CH:32][C:31]([CH3:35])=[CH:30][C:28]=3[N:29]=2)=[CH:20][CH:19]=1.BrC1C=CC(N)=CC=1.NC1C=C(C)C=C(C)C=1O.C1(N=C=NC2CCCCC2)CCCCC1. The catalyst is ClCCl.C1(C)C=CC=CC=1. The product is [Br:17][C:18]1[CH:19]=[CH:20][C:21]([NH:24][C:25]2[O:26][C:27]3[C:33]([CH3:34])=[CH:32][C:31]([CH3:35])=[CH:30][C:28]=3[N:29]=2)=[CH:22][CH:23]=1. The yield is 0.660. (3) The reactants are [F:1][C:2]([F:57])([F:56])[C:3]1[CH:4]=[C:5]([CH:49]=[C:50]([C:52]([F:55])([F:54])[F:53])[CH:51]=1)[C:6]([N:8]1[CH2:13][CH2:12][O:11][C@:10]([CH2:22][CH2:23][N:24]2[CH2:29][CH2:28][C:27]3([C:37]4[C:32](=[CH:33][CH:34]=[CH:35][CH:36]=4)[CH2:31][C@@H:30]3[O:38][CH2:39][C:40]([N:42]([CH2:44][CH2:45][CH2:46][CH2:47][OH:48])[CH3:43])=[O:41])[CH2:26][CH2:25]2)([C:14]2[CH:19]=[CH:18][C:17]([Cl:20])=[C:16]([Cl:21])[CH:15]=2)[CH2:9]1)=[O:7]. The catalyst is C(OCC)(=O)C. The product is [ClH:20].[F:55][C:52]([F:53])([F:54])[C:50]1[CH:49]=[C:5]([CH:4]=[C:3]([C:2]([F:57])([F:56])[F:1])[CH:51]=1)[C:6]([N:8]1[CH2:13][CH2:12][O:11][C@:10]([CH2:22][CH2:23][N:24]2[CH2:29][CH2:28][C:27]3([C:37]4[C:32](=[CH:33][CH:34]=[CH:35][CH:36]=4)[CH2:31][C@@H:30]3[O:38][CH2:39][C:40]([N:42]([CH2:44][CH2:45][CH2:46][CH2:47][OH:48])[CH3:43])=[O:41])[CH2:26][CH2:25]2)([C:14]2[CH:19]=[CH:18][C:17]([Cl:20])=[C:16]([Cl:21])[CH:15]=2)[CH2:9]1)=[O:7]. The yield is 0.960. (4) The reactants are C(C1NC=CN=1)(C1[NH:4]C=CN=1)=O.[CH3:13][C:14]1[CH:35]=[CH:34][CH:33]=[CH:32][C:15]=1[CH2:16][O:17][C:18]1[CH:23]=[CH:22][C:21]([CH:24]([C:29]#[C:30][CH3:31])[CH2:25][C:26](O)=[O:27])=[CH:20][CH:19]=1.[NH4+].[OH-].Cl. The catalyst is C1COCC1.O. The product is [CH3:13][C:14]1[CH:35]=[CH:34][CH:33]=[CH:32][C:15]=1[CH2:16][O:17][C:18]1[CH:23]=[CH:22][C:21]([CH:24]([C:29]#[C:30][CH3:31])[CH2:25][C:26]([NH2:4])=[O:27])=[CH:20][CH:19]=1. The yield is 0.700.